The task is: Predict the product of the given reaction.. This data is from Forward reaction prediction with 1.9M reactions from USPTO patents (1976-2016). (1) The product is: [CH3:30][C:5]([O:7][C:8]1[CH:13]=[CH:12][C:11]([O:14][CH2:15][CH2:16][C:17]2[N:18]=[C:19]([C:23]3[CH:24]=[CH:25][CH:26]=[CH:27][CH:28]=3)[O:20][C:21]=2[CH3:22])=[CH:10][C:9]=1[CH3:29])([CH3:6])[C:4]([OH:31])=[O:3]. Given the reactants C([O:3][C:4](=[O:31])[C:5]([CH3:30])([O:7][C:8]1[CH:13]=[CH:12][C:11]([O:14][CH2:15][CH2:16][C:17]2[N:18]=[C:19]([C:23]3[CH:28]=[CH:27][CH:26]=[CH:25][CH:24]=3)[O:20][C:21]=2[CH3:22])=[CH:10][C:9]=1[CH3:29])[CH3:6])C.[OH-].[Na+], predict the reaction product. (2) The product is: [C:20]([NH:1][C:2]1[NH:7][C:6](=[O:8])[C:5]([CH2:10][C:11]2[CH:16]=[CH:15][C:14]([CH2:17][CH3:18])=[CH:13][CH:12]=2)=[CH:4][CH:3]=1)(=[O:22])[CH3:21]. Given the reactants [NH2:1][C:2]1[N:7]=[C:6]([O:8]C)[C:5]([CH2:10][C:11]2[CH:16]=[CH:15][C:14]([CH2:17][CH3:18])=[CH:13][CH:12]=2)=[CH:4][CH:3]=1.Br.[C:20](O)(=[O:22])[CH3:21], predict the reaction product. (3) Given the reactants FC(F)(F)C1C=C(N[C:9]([C:11]2[C:16]([NH2:17])=[N:15][C:14]([C:18]([F:21])([F:20])[F:19])=[C:13]([Br:22])[N:12]=2)=[O:10])NN=1.C[O:26][C:27]([C:29]1[N:33]=[C:32]([NH2:34])[NH:31][N:30]=1)=[O:28], predict the reaction product. The product is: [NH2:17][C:16]1[C:11]([C:9]([NH:34][C:32]2[NH:31][N:30]=[C:29]([C:27]([OH:26])=[O:28])[N:33]=2)=[O:10])=[N:12][C:13]([Br:22])=[C:14]([C:18]([F:19])([F:21])[F:20])[N:15]=1. (4) The product is: [CH3:16][C:11]1[CH:10]=[C:9]([NH:8][C:5]2[N:4]=[C:3]([N:17]3[CH:21]=[CH:20][C:19]([C:22]([F:25])([F:24])[F:23])=[N:18]3)[C:2]([C:34]3[CH:33]=[CH:32][C:31]4[S:27](=[O:40])(=[O:26])[NH:28][C:29](=[O:39])[C:30]=4[CH:35]=3)=[CH:7][N:6]=2)[CH:14]=[C:13]([CH3:15])[CH:12]=1. Given the reactants Br[C:2]1[C:3]([N:17]2[CH:21]=[CH:20][C:19]([C:22]([F:25])([F:24])[F:23])=[N:18]2)=[N:4][C:5]([NH:8][C:9]2[CH:14]=[C:13]([CH3:15])[CH:12]=[C:11]([CH3:16])[CH:10]=2)=[N:6][CH:7]=1.[O:26]=[S:27]1(=[O:40])[C:31]2[CH:32]=[CH:33][C:34](B(O)O)=[CH:35][C:30]=2[C:29](=[O:39])[NH:28]1.C(Cl)Cl.C(=O)([O-])[O-].[Na+].[Na+], predict the reaction product. (5) Given the reactants [CH3:1][C:2]1[CH:3]=[CH:4][C:5]([N:11]2[N:15]=[CH:14][CH:13]=N2)=[C:6]([CH:10]=1)[C:7]([OH:9])=[O:8].[CH3:16][C:17]1C=CNN=1, predict the reaction product. The product is: [CH3:1][C:2]1[CH:3]=[CH:4][C:5]([N:11]2[CH:17]=[CH:16][C:14]([CH3:13])=[N:15]2)=[C:6]([CH:10]=1)[C:7]([OH:9])=[O:8]. (6) Given the reactants [C:1]1([S:7]([C:10]2[CH:11]=[C:12](OS(C(F)(F)F)(=O)=O)[C:13]3[O:22][C:21]4[CH2:20][CH2:19][N:18]([C:23]([O:25][C:26]([CH3:29])([CH3:28])[CH3:27])=[O:24])[CH2:17][C:16]=4[C:14]=3[CH:15]=2)(=[O:9])=[O:8])[CH:6]=[CH:5][CH:4]=[CH:3][CH:2]=1.[CH2:38]([Sn](CCCC)(CCCC)C=C)[CH2:39]CC.[Cl-].[Li+], predict the reaction product. The product is: [C:1]1([S:7]([C:10]2[CH:11]=[C:12]([CH:38]=[CH2:39])[C:13]3[O:22][C:21]4[CH2:20][CH2:19][N:18]([C:23]([O:25][C:26]([CH3:27])([CH3:29])[CH3:28])=[O:24])[CH2:17][C:16]=4[C:14]=3[CH:15]=2)(=[O:8])=[O:9])[CH:2]=[CH:3][CH:4]=[CH:5][CH:6]=1. (7) Given the reactants [CH2:1]([N:8]1[CH2:13][CH2:12][C:11]([C:15]2[CH:20]=[CH:19][C:18]([Br:21])=[CH:17][CH:16]=2)(O)[CH2:10][CH2:9]1)[C:2]1[CH:7]=[CH:6][CH:5]=[CH:4][CH:3]=1.O.C1(C)C=CC(S(O)(=O)=O)=CC=1.C(=O)([O-])O.[Na+], predict the reaction product. The product is: [CH2:1]([N:8]1[CH2:9][CH:10]=[C:11]([C:15]2[CH:16]=[CH:17][C:18]([Br:21])=[CH:19][CH:20]=2)[CH2:12][CH2:13]1)[C:2]1[CH:3]=[CH:4][CH:5]=[CH:6][CH:7]=1.